From a dataset of Rat liver microsome stability data. Regression/Classification. Given a drug SMILES string, predict its absorption, distribution, metabolism, or excretion properties. Task type varies by dataset: regression for continuous measurements (e.g., permeability, clearance, half-life) or binary classification for categorical outcomes (e.g., BBB penetration, CYP inhibition). Dataset: rlm. (1) The result is 0 (unstable in rat liver microsomes). The molecule is Cn1cnc2ccc(-c3ccccc3CO)c(CN)c21. (2) The drug is O=C(Nc1cc2ccccc2cc1C(=O)N[C@H](C(=O)O)C1CCCCC1)Nc1c(Cl)cccc1Cl. The result is 1 (stable in rat liver microsomes).